This data is from Catalyst prediction with 721,799 reactions and 888 catalyst types from USPTO. The task is: Predict which catalyst facilitates the given reaction. (1) Product: [F:6][C:7]1[CH:12]=[C:11]([O:13][CH3:14])[CH:10]=[C:9]([F:15])[C:8]=1[C:16]([OH:18])=[O:17]. The catalyst class is: 323. Reactant: C([Li])CCC.[F:6][C:7]1[CH:12]=[C:11]([O:13][CH3:14])[CH:10]=[C:9]([F:15])[CH:8]=1.[C:16](=[O:18])=[O:17].Cl. (2) Reactant: Br.[F:2][C:3]1[C:4](Br)=[N:5][CH:6]=[CH:7][C:8]=1[C:9](=O)[CH3:10].[CH3:13][C:14]1[CH:15]=[C:16]([NH:20][C:21]([NH2:23])=[S:22])[CH:17]=[CH:18][CH:19]=1.N. Product: [F:2][C:3]1[CH:4]=[N:5][CH:6]=[CH:7][C:8]=1[C:9]1[N:23]=[C:21]([NH:20][C:16]2[CH:17]=[CH:18][CH:19]=[C:14]([CH3:13])[CH:15]=2)[S:22][CH:10]=1. The catalyst class is: 88.